Dataset: Forward reaction prediction with 1.9M reactions from USPTO patents (1976-2016). Task: Predict the product of the given reaction. Given the reactants [Br:1][C:2]1[CH:10]=[C:9]2[C:5]([CH:6]([CH2:12][CH2:13][CH2:14][CH3:15])[O:7][C:8]2=[O:11])=[CH:4][CH:3]=1.[OH-:16].[Na+:17], predict the reaction product. The product is: [Na+:17].[Br:1][C:2]1[CH:3]=[CH:4][C:5]([CH:6]([OH:16])[CH2:12][CH2:13][CH2:14][CH3:15])=[C:9]([CH:10]=1)[C:8]([O-:7])=[O:11].